From a dataset of Full USPTO retrosynthesis dataset with 1.9M reactions from patents (1976-2016). Predict the reactants needed to synthesize the given product. (1) The reactants are: [F:1][C:2]1[CH:3]=[C:4]([CH2:8][CH2:9][NH2:10])[CH:5]=[CH:6][CH:7]=1.[C:11](OC(=O)C)(=[O:13])[CH3:12]. Given the product [F:1][C:2]1[CH:3]=[C:4]([CH2:8][CH2:9][NH:10][C:11](=[O:13])[CH3:12])[CH:5]=[CH:6][CH:7]=1, predict the reactants needed to synthesize it. (2) The reactants are: [CH2:1]([N:4]([CH2:14][C:15]([CH3:20])([CH3:19])[CH2:16][CH:17]=[CH2:18])[S:5]([C:8]1[CH:13]=[CH:12][CH:11]=[CH:10][N:9]=1)(=[O:7])=[O:6])C=C. Given the product [CH3:20][C:15]1([CH3:19])[CH2:16][CH:17]=[CH:18][CH2:1][N:4]([S:5]([C:8]2[CH:13]=[CH:12][CH:11]=[CH:10][N:9]=2)(=[O:6])=[O:7])[CH2:14]1, predict the reactants needed to synthesize it. (3) Given the product [CH3:15][N:16]1[C:20]2[CH:21]=[CH:22][C:23]([N:25]3[CH:30]=[C:29]([C:31]([NH:51][C:52]4([C:56]([O:58][CH2:59][CH3:60])=[O:57])[CH2:55][CH2:54][CH2:53]4)=[O:32])[C:28](=[O:34])[N:27]([CH2:35][C:36]4[CH:41]=[CH:40][CH:39]=[C:38]([C:42]([F:45])([F:44])[F:43])[C:37]=4[CH3:46])[C:26]3=[O:47])=[CH:24][C:19]=2[N:18]([CH3:48])[C:17]1=[O:49], predict the reactants needed to synthesize it. The reactants are: C(Cl)CCl.C1C=CC2N(O)N=NC=2C=1.[CH3:15][N:16]1[C:20]2[CH:21]=[CH:22][C:23]([N:25]3[CH:30]=[C:29]([C:31](O)=[O:32])[C:28](=[O:34])[N:27]([CH2:35][C:36]4[CH:41]=[CH:40][CH:39]=[C:38]([C:42]([F:45])([F:44])[F:43])[C:37]=4[CH3:46])[C:26]3=[O:47])=[CH:24][C:19]=2[N:18]([CH3:48])[C:17]1=[O:49].Cl.[NH2:51][C:52]1([C:56]([O:58][CH2:59][CH3:60])=[O:57])[CH2:55][CH2:54][CH2:53]1.C(N(CC)C(C)C)(C)C. (4) Given the product [F:18][C:17]([F:20])([F:19])[C:13]([OH:26])=[O:28].[C:25]([CH2:24][NH:23][CH2:2][CH2:3][CH2:4][C:5]1[CH:10]=[C:9]([C:11]2[CH:16]=[CH:15][CH:14]=[C:13]([C:17]([F:19])([F:18])[F:20])[CH:12]=2)[N:8]=[C:7]([C:21]#[N:22])[N:6]=1)([OH:27])=[O:26].[C:25]([CH2:24][NH:23][CH2:2][CH2:3][CH2:4][C:5]1[CH:10]=[C:9]([C:11]2[CH:16]=[CH:15][CH:14]=[C:13]([C:17]([F:19])([F:18])[F:20])[CH:12]=2)[N:8]=[C:7]([C:21]#[N:22])[N:6]=1)([OH:27])=[O:26], predict the reactants needed to synthesize it. The reactants are: O=[CH:2][CH2:3][CH2:4][C:5]1[CH:10]=[C:9]([C:11]2[CH:16]=[CH:15][CH:14]=[C:13]([C:17]([F:20])([F:19])[F:18])[CH:12]=2)[N:8]=[C:7]([C:21]#[N:22])[N:6]=1.[NH2:23][CH2:24][C:25]([OH:27])=[O:26].[OH2:28].C([BH3-])#N. (5) Given the product [Br:1][C:2]1[C:3]([C:24]([CH3:32])([CH3:31])[O:25][SiH2:26][C:27]([CH3:30])([CH3:29])[CH3:28])=[C:4]([N:8]2[CH:17]=[CH:16][C:15]3[C:10](=[CH:11][C:12]([C:19]4([CH3:22])[CH2:20][CH2:21]4)=[CH:13][CH:14]=3)[C:9]2=[O:23])[CH:5]=[CH:6][CH:7]=1, predict the reactants needed to synthesize it. The reactants are: [Br:1][C:2]1[C:3]([C:24]([CH3:32])([CH3:31])[O:25][SiH2:26][C:27]([CH3:30])([CH3:29])[CH3:28])=[C:4]([N:8]2[CH:17](O)[CH2:16][C:15]3[C:10](=[CH:11][C:12]([C:19]4([CH3:22])[CH2:21][CH2:20]4)=[CH:13][CH:14]=3)[C:9]2=[O:23])[CH:5]=[CH:6][CH:7]=1.C(N(CC)CC)C.CS(Cl)(=O)=O. (6) Given the product [Br:1][C:19]1[C:10](=[O:9])[NH:11][C:12]2[C:17]([C:18]=1[OH:20])=[CH:16][CH:15]=[CH:14][CH:13]=2, predict the reactants needed to synthesize it. The reactants are: [Br:1]N1C(=O)CCC1=O.[OH:9][C:10]1[CH:19]=[C:18]([OH:20])[C:17]2[C:12](=[CH:13][CH:14]=[CH:15][CH:16]=2)[N:11]=1. (7) Given the product [ClH:1].[Cl:1][C:2]1[CH:3]=[C:4]([CH2:5][NH:15][CH3:14])[CH:7]=[C:8]([C:10]([F:13])([F:12])[F:11])[CH:9]=1, predict the reactants needed to synthesize it. The reactants are: [Cl:1][C:2]1[CH:3]=[C:4]([CH:7]=[C:8]([C:10]([F:13])([F:12])[F:11])[CH:9]=1)[CH:5]=O.[CH3:14][NH2:15].[BH4-].[Na+].O.